This data is from Forward reaction prediction with 1.9M reactions from USPTO patents (1976-2016). The task is: Predict the product of the given reaction. Given the reactants [Br:1][C:2]1[CH:7]=[CH:6][CH:5]=[C:4]([N+:8]([O-])=O)[C:3]=1[O:11][CH2:12][CH2:13][CH:14](OCC)OCC.C(O)(C(F)(F)F)=O.C([SiH](CC)CC)C, predict the reaction product. The product is: [Br:1][C:2]1[C:3]2[O:11][CH2:12][CH2:13][CH2:14][NH:8][C:4]=2[CH:5]=[CH:6][CH:7]=1.